Dataset: Full USPTO retrosynthesis dataset with 1.9M reactions from patents (1976-2016). Task: Predict the reactants needed to synthesize the given product. (1) Given the product [CH2:6]([O:8][C:9]([C@:11]1([F:31])[C@@H:16]2[C@H:12]1[CH2:13][C@@H:14]([O:21][CH2:22][C:23]1[CH:28]=[CH:27][C:26]([Cl:29])=[C:25]([Cl:30])[CH:24]=1)[C@@:15]2([NH:20][C:33]([O:35][CH2:36][CH:37]=[CH2:38])=[O:34])[C:17]([O:19][CH:11]([CH2:12][CH3:13])[CH3:9])=[O:18])=[O:10])[CH3:7], predict the reactants needed to synthesize it. The reactants are: C(=O)([O-])O.[Na+].[CH2:6]([O:8][C:9]([C@:11]1([F:31])[C@@H:16]2[C@H:12]1[CH2:13][C@@H:14]([O:21][CH2:22][C:23]1[CH:28]=[CH:27][C:26]([Cl:29])=[C:25]([Cl:30])[CH:24]=1)[C@@:15]2([NH2:20])[C:17]([OH:19])=[O:18])=[O:10])[CH3:7].Cl[C:33]([O:35][CH2:36][CH:37]=[CH2:38])=[O:34].Cl. (2) Given the product [O:10]=[C:3]1[C:4]2[CH2:5][CH2:6][CH2:7][CH2:8][C:9]=2[C:1](=[CH:20][C:16]2[CH:15]=[C:14]([CH:19]=[CH:18][CH:17]=2)[C:12]#[N:13])[O:2]1, predict the reactants needed to synthesize it. The reactants are: [C:1]1(=O)[C:9]2[CH2:8][CH2:7][CH2:6][CH2:5][C:4]=2[C:3](=[O:10])[O:2]1.[C:12]([C:14]1[CH:15]=[C:16]([CH2:20]C(O)=O)[CH:17]=[CH:18][CH:19]=1)#[N:13].C([O-])(=O)C.[Na+]. (3) Given the product [NH2:26][CH2:27][CH2:28][NH:29][C:12]1[N:13]=[C:8]([C:3]2[CH:4]=[CH:5][CH:6]=[CH:7][C:2]=2[Cl:1])[C:9]2[CH:19]=[CH:18][C:17](=[O:20])[N:16]([CH:21]([CH2:24][CH3:25])[CH2:22][CH3:23])[C:10]=2[N:11]=1, predict the reactants needed to synthesize it. The reactants are: [Cl:1][C:2]1[CH:7]=[CH:6][CH:5]=[CH:4][C:3]=1[C:8]1[C:9]2[CH:19]=[CH:18][C:17](=[O:20])[N:16]([CH:21]([CH2:24][CH3:25])[CH2:22][CH3:23])[C:10]=2[N:11]=[C:12](SC)[N:13]=1.[NH2:26][CH2:27][CH2:28][NH2:29]. (4) The reactants are: Cl[CH2:2][C@H:3]([C:5]1[CH:10]=[CH:9][CH:8]=[CH:7][CH:6]=1)[OH:4].[CH3:11][CH:12]([CH3:28])[C:13]([NH:15][C:16]1[CH:21]=[CH:20][CH:19]=[C:18]([CH:22]2[CH2:27][CH2:26][NH:25][CH2:24][CH2:23]2)[CH:17]=1)=[O:14]. Given the product [OH:4][C@@H:3]([C:5]1[CH:10]=[CH:9][CH:8]=[CH:7][CH:6]=1)[CH2:2][N:25]1[CH2:26][CH2:27][CH:22]([C:18]2[CH:17]=[C:16]([NH:15][C:13](=[O:14])[CH:12]([CH3:11])[CH3:28])[CH:21]=[CH:20][CH:19]=2)[CH2:23][CH2:24]1, predict the reactants needed to synthesize it. (5) Given the product [Br:13][C:3]1[C:4]([C:7]2[CH:8]=[CH:9][CH:10]=[CH:11][CH:12]=2)=[N:5][NH:6][C:2]=1[CH3:1], predict the reactants needed to synthesize it. The reactants are: [CH3:1][C:2]1[NH:6][N:5]=[C:4]([C:7]2[CH:12]=[CH:11][CH:10]=[CH:9][CH:8]=2)[CH:3]=1.[Br:13]Br. (6) Given the product [CH3:15][O:16][C:17]1[C:18]([OH:25])=[C:19]([C:20]2[NH:1][N:2]=[C:3]([C:5]3[CH:10]=[CH:9][C:8]([C:11]([F:12])([F:13])[F:14])=[CH:7][N:6]=3)[N:4]=2)[CH:22]=[CH:23][CH:24]=1, predict the reactants needed to synthesize it. The reactants are: [NH2:1][NH:2][C:3]([C:5]1[CH:10]=[CH:9][C:8]([C:11]([F:14])([F:13])[F:12])=[CH:7][N:6]=1)=[NH:4].[CH3:15][O:16][C:17]1[C:18]([OH:25])=[C:19]([CH:22]=[CH:23][CH:24]=1)[CH:20]=O. (7) Given the product [F:1][C:2]1[CH:3]=[C:4]2[C:9](=[CH:10][CH:11]=1)[CH:8]([C:12]1[CH:17]=[CH:16][C:15]([C:18]([F:19])([F:21])[F:20])=[CH:14][CH:13]=1)[N:7]([C:39]([NH:38][C:35]1[CH:36]=[CH:37][C:32]([F:31])=[CH:33][CH:34]=1)=[O:40])[CH2:6][CH2:5]2, predict the reactants needed to synthesize it. The reactants are: [F:1][C:2]1[CH:3]=[C:4]2[C:9](=[CH:10][CH:11]=1)[CH:8]([C:12]1[CH:17]=[CH:16][C:15]([C:18]([F:21])([F:20])[F:19])=[CH:14][CH:13]=1)[NH:7][CH2:6][CH2:5]2.C(N(C(C)C)CC)(C)C.[F:31][C:32]1[CH:37]=[CH:36][C:35]([N:38]=[C:39]=[O:40])=[CH:34][CH:33]=1. (8) Given the product [N+:1]([C:4]1([CH2:9][CH2:10][C:11]([OH:13])=[O:12])[CH2:8][CH2:7][CH2:6][CH2:5]1)([O-:3])=[O:2], predict the reactants needed to synthesize it. The reactants are: [N+:1]([C:4]1([CH2:9][CH2:10][C:11]([O:13]C)=[O:12])[CH2:8][CH2:7][CH2:6][CH2:5]1)([O-:3])=[O:2].[OH-].[Na+]. (9) The reactants are: [CH3:1][O:2][C:3]1[CH:26]=[CH:25][C:6]([CH2:7][N:8]2[C:13]3[N:14]=[CH:15][C:16]([CH:18]4[CH2:20][O:19]4)=[CH:17][C:12]=3[C:11]3=[N:21][CH:22]=[N:23][N:10]3[C:9]2=[O:24])=[CH:5][CH:4]=1.[NH:27]1[CH2:32][CH2:31][O:30][CH2:29][CH2:28]1. Given the product [OH:19][CH:18]([C:16]1[CH:15]=[N:14][C:13]2[N:8]([CH2:7][C:6]3[CH:25]=[CH:26][C:3]([O:2][CH3:1])=[CH:4][CH:5]=3)[C:9](=[O:24])[N:10]3[N:23]=[CH:22][N:21]=[C:11]3[C:12]=2[CH:17]=1)[CH2:20][N:27]1[CH2:32][CH2:31][O:30][CH2:29][CH2:28]1, predict the reactants needed to synthesize it. (10) Given the product [Cl:20][C:21]1[CH:22]=[C:23]([CH:26]=[CH:27][C:28]=1[Cl:29])[CH2:24][NH:25][C:4]1[CH:3]=[C:8]([CH:38]=[CH:36][CH:37]=1)[CH2:7][S:15][C:13]1[NH:12][C:11](=[O:16])[C:10]([C:17]#[N:18])=[C:9]([C:5]2[CH:6]=[CH:7][CH:8]=[C:3]([O:2][CH3:1])[CH:4]=2)[N:14]=1, predict the reactants needed to synthesize it. The reactants are: [CH3:1][O:2][C:3]1[CH:4]=[C:5]([C:9]2[NH:14][C:13](=[S:15])[NH:12][C:11](=[O:16])[C:10]=2[C:17]#[N:18])[CH:6]=[CH:7][CH:8]=1.Br.[Cl:20][C:21]1[CH:22]=[C:23]([CH:26]=[CH:27][C:28]=1[Cl:29])[CH2:24][NH2:25].C(N([CH:36]([CH3:38])[CH3:37])CC)(C)C.